Dataset: Reaction yield outcomes from USPTO patents with 853,638 reactions. Task: Predict the reaction yield, written as a fraction of the theoretical maximum amount of product (1.0 means a 100% yield; for example, 0.34 means a 34% yield). (1) The reactants are [F:1][C:2]1[CH:7]=[C:6](I)[CH:5]=[CH:4][C:3]=1[N:9]1[CH:14]=[C:13]([O:15][CH3:16])[C:12](=[O:17])[C:11]([C:18]2[N:22]([C:23]3[CH:28]=[CH:27][CH:26]=[CH:25][CH:24]=3)[N:21]=[CH:20][CH:19]=2)=[N:10]1.[NH:29]1[CH:33]=[CH:32][CH:31]=[N:30]1.C(=NO)C1C(=CC=CC=1)O.C([O-])([O-])=O.[Cs+].[Cs+]. The catalyst is CC#N.O. The product is [F:1][C:2]1[CH:7]=[C:6]([N:29]2[CH:33]=[CH:32][CH:31]=[N:30]2)[CH:5]=[CH:4][C:3]=1[N:9]1[CH:14]=[C:13]([O:15][CH3:16])[C:12](=[O:17])[C:11]([C:18]2[N:22]([C:23]3[CH:28]=[CH:27][CH:26]=[CH:25][CH:24]=3)[N:21]=[CH:20][CH:19]=2)=[N:10]1. The yield is 0.440. (2) The reactants are [CH2:1]([O:3][C:4]1[C:8]([CH2:9][CH2:10][CH2:11][OH:12])=[CH:7][N:6]([C:13]2[CH:18]=[CH:17][C:16]([C:19]([F:22])([F:21])[F:20])=[CH:15][N:14]=2)[N:5]=1)[CH3:2].[CH2:23]([O:30][C:31]1[CH:32]=[C:33]([CH2:38][CH2:39][C:40]([O:42][CH2:43][CH3:44])=[O:41])[CH:34]=[CH:35][C:36]=1O)[C:24]1[CH:29]=[CH:28][CH:27]=[CH:26][CH:25]=1.C(P(CCCC)CCCC)CCC.N(C(N1CCCCC1)=O)=NC(N1CCCCC1)=O. The catalyst is O1CCCC1. The product is [CH2:23]([O:30][C:31]1[CH:32]=[C:33]([CH2:38][CH2:39][C:40]([O:42][CH2:43][CH3:44])=[O:41])[CH:34]=[CH:35][C:36]=1[O:12][CH2:11][CH2:10][CH2:9][C:8]1[C:4]([O:3][CH2:1][CH3:2])=[N:5][N:6]([C:13]2[CH:18]=[CH:17][C:16]([C:19]([F:21])([F:20])[F:22])=[CH:15][N:14]=2)[CH:7]=1)[C:24]1[CH:29]=[CH:28][CH:27]=[CH:26][CH:25]=1. The yield is 0.730. (3) The reactants are [Br:1][C:2]1[CH:7]=[CH:6][C:5]([C@@H:8]([N:10]2[CH2:15][CH2:14][C@@:13]([C:20]3[CH:25]=[CH:24][C:23]([F:26])=[CH:22][CH:21]=3)([CH2:16][C:17](=[O:19])[CH3:18])[O:12][C:11]2=[O:27])[CH3:9])=[CH:4][CH:3]=1.[CH3:28][Mg]Br. The catalyst is C1COCC1. The product is [Br:1][C:2]1[CH:7]=[CH:6][C:5]([C@@H:8]([N:10]2[CH2:15][CH2:14][C@@:13]([C:20]3[CH:21]=[CH:22][C:23]([F:26])=[CH:24][CH:25]=3)([CH2:16][C:17]([OH:19])([CH3:28])[CH3:18])[O:12][C:11]2=[O:27])[CH3:9])=[CH:4][CH:3]=1. The yield is 0.460. (4) The reactants are O.[OH-].[Li+].[F:4][C:5]1[CH:10]=[CH:9][CH:8]=[CH:7][C:6]=1[C:11]1[N:12]=[N:13][N:14]([CH3:31])[C:15]=1[C:16]1[N:17]=[CH:18][N:19]([C:21]2[CH:30]=[CH:29][C:24]([C:25]([O:27]C)=[O:26])=[CH:23][N:22]=2)[CH:20]=1. The catalyst is O.C1COCC1.CO. The product is [F:4][C:5]1[CH:10]=[CH:9][CH:8]=[CH:7][C:6]=1[C:11]1[N:12]=[N:13][N:14]([CH3:31])[C:15]=1[C:16]1[N:17]=[CH:18][N:19]([C:21]2[CH:30]=[CH:29][C:24]([C:25]([OH:27])=[O:26])=[CH:23][N:22]=2)[CH:20]=1. The yield is 0.900. (5) The reactants are [O:1]=[C:2]([NH:9][C:10]1[CH:15]=[CH:14][CH:13]=[C:12]([C:16]([F:19])([F:18])[F:17])[CH:11]=1)[CH2:3][C:4]([O:6]CC)=[O:5].C[O-].[Na+].CO[CH:25]=[CH:26][C:27](=O)[CH3:28].[OH-].[Na+]. The catalyst is CCO.O. The product is [CH3:25][C:26]1[N:9]([C:10]2[CH:15]=[CH:14][CH:13]=[C:12]([C:16]([F:17])([F:18])[F:19])[CH:11]=2)[C:2](=[O:1])[C:3]([C:4]([OH:6])=[O:5])=[CH:28][CH:27]=1. The yield is 0.580. (6) The reactants are Br[C:2]1[S:3][C:4]2[CH:10]=[C:9]([O:11][CH3:12])[CH:8]=[CH:7][C:5]=2[N:6]=1.I[C:14]1[CH:19]=[CH:18][C:17]([N+:20]([O-:22])=[O:21])=[CH:16][CH:15]=1.C(=O)([O-])[O-].[Cs+].[Cs+].C(P(CCCC)CCCC)CCC. The catalyst is CN(C=O)C.C([O-])(=O)C.[Pd+2].C([O-])(=O)C.[Cu](Br)Br. The product is [CH3:12][O:11][C:9]1[CH:8]=[CH:7][C:5]2[N:6]=[C:2]([C:14]3[CH:19]=[CH:18][C:17]([N+:20]([O-:22])=[O:21])=[CH:16][CH:15]=3)[S:3][C:4]=2[CH:10]=1. The yield is 0.810. (7) The product is [ClH:32].[C:26]1([S:23]([C:16]2[C:15]3[C:19](=[CH:20][CH:21]=[CH:22][C:14]=3[N:11]3[CH2:10][CH2:9][NH:8][CH2:13][CH2:12]3)[NH:18][N:17]=2)(=[O:25])=[O:24])[CH:27]=[CH:28][CH:29]=[CH:30][CH:31]=1. The catalyst is CO.CCOCC. The yield is 0.400. The reactants are C(OC([N:8]1[CH2:13][CH2:12][N:11]([C:14]2[CH:22]=[CH:21][CH:20]=[C:19]3[C:15]=2[C:16]([S:23]([C:26]2[CH:31]=[CH:30][CH:29]=[CH:28][CH:27]=2)(=[O:25])=[O:24])=[N:17][NH:18]3)[CH2:10][CH2:9]1)=O)(C)(C)C.[ClH:32].